Dataset: Full USPTO retrosynthesis dataset with 1.9M reactions from patents (1976-2016). Task: Predict the reactants needed to synthesize the given product. (1) Given the product [CH3:30][O:29][C:24]1[CH:23]=[C:22]([O:31][CH3:32])[CH:21]=[C:20]2[C:25]=1[C:26](=[O:28])[NH:27][C:18]([C:13]1[C:12]([NH:34][C@@H:35]3[CH2:36][CH2:37][C@H:38]([C:41]([NH:43][CH:44]([CH3:46])[CH3:45])=[O:42])[CH2:39][CH2:40]3)=[CH:17][CH:16]=[CH:15][N:14]=1)=[N:19]2, predict the reactants needed to synthesize it. The reactants are: C[Si]([N-][Si](C)(C)C)(C)C.[Li+].F[C:12]1[C:13]([C:18]2[NH:27][C:26](=[O:28])[C:25]3[C:20](=[CH:21][C:22]([O:31][CH3:32])=[CH:23][C:24]=3[O:29][CH3:30])[N:19]=2)=[N:14][CH:15]=[CH:16][CH:17]=1.Cl.[NH2:34][C@@H:35]1[CH2:40][CH2:39][C@H:38]([C:41]([NH:43][CH:44]([CH3:46])[CH3:45])=[O:42])[CH2:37][CH2:36]1. (2) Given the product [CH3:19][O:18][C:9]1[CH:10]=[C:11]([CH:16]=[CH:17][C:8]=1[N:7]1[CH:20]=[C:21]([CH3:22])[N:28]=[CH:5]1)[C:12]([O:14][CH3:15])=[O:13], predict the reactants needed to synthesize it. The reactants are: C(O)(=O)C.[CH:5]([N:7]([CH2:20][C:21](=O)[CH3:22])[C:8]1[CH:17]=[CH:16][C:11]([C:12]([O:14][CH3:15])=[O:13])=[CH:10][C:9]=1[O:18][CH3:19])=O.C([O-])(=O)C.[NH4+:28].N. (3) The reactants are: [Cl:1][C:2]1[CH:7]=[CH:6][C:5]([C:8]2([CH3:43])[C:12]([C:14]3[CH:19]=[CH:18][C:17]([Cl:20])=[CH:16][CH:15]=3)([CH3:13])[N:11]([C:21](Cl)=[O:22])[C:10]([C:24]3[CH:29]=[C:28]([S:30]([N:33]4[CH2:37][CH2:36][CH2:35][CH2:34]4)(=[O:32])=[O:31])[C:27]([O:38][CH3:39])=[CH:26][C:25]=3[O:40][CH2:41][CH3:42])=[N:9]2)=[CH:4][CH:3]=1.Cl.Cl.[CH3:46][S:47]([CH2:50][CH2:51][CH2:52][N:53]1[CH2:58][CH2:57][NH:56][CH2:55][CH2:54]1)(=[O:49])=[O:48]. Given the product [Cl:1][C:2]1[CH:3]=[CH:4][C:5]([C@@:8]2([CH3:43])[C@:12]([C:14]3[CH:15]=[CH:16][C:17]([Cl:20])=[CH:18][CH:19]=3)([CH3:13])[N:11]([C:21]([N:56]3[CH2:55][CH2:54][N:53]([CH2:52][CH2:51][CH2:50][S:47]([CH3:46])(=[O:48])=[O:49])[CH2:58][CH2:57]3)=[O:22])[C:10]([C:24]3[CH:29]=[C:28]([S:30]([N:33]4[CH2:37][CH2:36][CH2:35][CH2:34]4)(=[O:32])=[O:31])[C:27]([O:38][CH3:39])=[CH:26][C:25]=3[O:40][CH2:41][CH3:42])=[N:9]2)=[CH:6][CH:7]=1, predict the reactants needed to synthesize it.